This data is from In vitro SARS-CoV-2 activity screen of 1,480 approved drugs from Prestwick library. The task is: Binary Classification. Given a drug SMILES string, predict its activity (active/inactive) in a high-throughput screening assay against a specified biological target. (1) The compound is NC[C@@H]1O[C@H](O[C@@H]2[C@@H](CO)O[C@@H](O[C@@H]3[C@@H](O)[C@H](N)C[C@H](N)[C@H]3O[C@H]3O[C@H](CN)[C@@H](O)[C@H](O)[C@H]3N)[C@@H]2O)[C@H](N)[C@@H](O)[C@@H]1O.O=S(=O)(O)O. The result is 0 (inactive). (2) The compound is COc1ncnc(NS(=O)(=O)c2ccc(N)cc2)c1OC. The result is 1 (active).